Dataset: Forward reaction prediction with 1.9M reactions from USPTO patents (1976-2016). Task: Predict the product of the given reaction. (1) Given the reactants [OH:1][C:2]1[CH:11]=[C:10]([CH:12]([CH3:14])[CH3:13])[CH:9]=[C:8]2[C:3]=1[C:4](=[O:17])[CH2:5][C:6]([CH3:16])([CH3:15])[O:7]2.[CH3:18][O:19]C(Cl)Cl, predict the reaction product. The product is: [OH:1][C:2]1[C:11]([CH:18]=[O:19])=[C:10]([CH:12]([CH3:13])[CH3:14])[CH:9]=[C:8]2[C:3]=1[C:4](=[O:17])[CH2:5][C:6]([CH3:15])([CH3:16])[O:7]2. (2) The product is: [OH:33][C:21]1([C:29]([F:31])([F:32])[F:30])[C:20]2[CH:19]=[C:18]([CH3:34])[CH:17]=[C:16]([C:14]3[CH:13]=[N:12][N:11]([CH2:10][CH2:9][CH2:8][C:7]([OH:35])=[O:6])[CH:15]=3)[C:28]=2[C:27]2[C:22]1=[CH:23][CH:24]=[CH:25][CH:26]=2. Given the reactants C(O)C.C([O:6][C:7](=[O:35])[CH2:8][CH2:9][CH2:10][N:11]1[CH:15]=[C:14]([C:16]2[C:28]3[C:27]4[C:22](=[CH:23][CH:24]=[CH:25][CH:26]=4)[C:21]([OH:33])([C:29]([F:32])([F:31])[F:30])[C:20]=3[CH:19]=[C:18]([CH3:34])[CH:17]=2)[CH:13]=[N:12]1)C.[OH-].[Na+].Cl, predict the reaction product. (3) The product is: [CH3:1][O:2][C:3]1[N:8]=[CH:7][C:6]([C:9]2[S:10][C:11]3[CH:17]=[C:16]([C:18]([Cl:23])=[O:20])[CH:15]=[CH:14][C:12]=3[N:13]=2)=[CH:5][CH:4]=1. Given the reactants [CH3:1][O:2][C:3]1[N:8]=[CH:7][C:6]([C:9]2[S:10][C:11]3[CH:17]=[C:16]([C:18]([OH:20])=O)[CH:15]=[CH:14][C:12]=3[N:13]=2)=[CH:5][CH:4]=1.S(Cl)([Cl:23])=O, predict the reaction product. (4) Given the reactants [H-].[Al+3].[Li+].[H-].[H-].[H-].[CH3:7][O:8][CH2:9][N:10]1[CH:14]=[C:13]([C:15]2[CH:20]=[CH:19][CH:18]=[CH:17][CH:16]=2)[CH:12]=[C:11]1[C:21](OC)=[O:22], predict the reaction product. The product is: [CH3:7][O:8][CH2:9][N:10]1[CH:14]=[C:13]([C:15]2[CH:16]=[CH:17][CH:18]=[CH:19][CH:20]=2)[CH:12]=[C:11]1[CH2:21][OH:22].